This data is from Forward reaction prediction with 1.9M reactions from USPTO patents (1976-2016). The task is: Predict the product of the given reaction. (1) Given the reactants [C:1]([NH:5][C:6](=[O:35])[C:7]1[CH:12]=[CH:11][CH:10]=[C:9]([O:13][C:14]2[CH:19]=[CH:18][C:17]([NH:20][C:21]3[C:31]4[CH:30]=[C:29]([CH:32]=O)[CH2:28][CH2:27][NH:26][C:25]=4[N:24]=[CH:23][N:22]=3)=[CH:16][C:15]=2[Cl:34])[CH:8]=1)([CH3:4])([CH3:3])[CH3:2].[NH2:36][C:37]([CH3:41])([CH3:40])[CH2:38][OH:39].C(O[BH-](OC(=O)C)OC(=O)C)(=O)C.[Na+].C(=O)(O)[O-].[Na+].[ClH:61].C(OCC)(=O)C, predict the reaction product. The product is: [ClH:34].[ClH:61].[C:1]([NH:5][C:6](=[O:35])[C:7]1[CH:12]=[CH:11][CH:10]=[C:9]([O:13][C:14]2[CH:19]=[CH:18][C:17]([NH:20][C:21]3[C:31]4[CH:30]=[C:29]([CH2:32][NH:36][C:37]([CH3:41])([CH3:40])[CH2:38][OH:39])[CH2:28][CH2:27][NH:26][C:25]=4[N:24]=[CH:23][N:22]=3)=[CH:16][C:15]=2[Cl:34])[CH:8]=1)([CH3:4])([CH3:2])[CH3:3]. (2) The product is: [CH:30]([C:33]1[CH:38]=[CH:37][CH:36]=[C:35]([CH:39]([CH3:40])[CH3:41])[C:34]=1[NH:42][C:43](=[O:44])[N:15]([C:12]1[CH:13]=[CH:14][C:9]([CH2:1][CH2:2][CH2:3][CH2:4][CH2:5][CH2:6][CH2:7][CH3:8])=[CH:10][CH:11]=1)[CH2:16][C:17]1[CH:18]=[CH:19][C:20]([O:23][C:24]2[CH:29]=[CH:28][CH:27]=[CH:26][CH:25]=2)=[CH:21][CH:22]=1)([CH3:31])[CH3:32]. Given the reactants [CH2:1]([C:9]1[CH:14]=[CH:13][C:12]([NH:15][CH2:16][C:17]2[CH:22]=[CH:21][C:20]([O:23][C:24]3[CH:29]=[CH:28][CH:27]=[CH:26][CH:25]=3)=[CH:19][CH:18]=2)=[CH:11][CH:10]=1)[CH2:2][CH2:3][CH2:4][CH2:5][CH2:6][CH2:7][CH3:8].[CH:30]([C:33]1[CH:38]=[CH:37][CH:36]=[C:35]([CH:39]([CH3:41])[CH3:40])[C:34]=1[N:42]=[C:43]=[O:44])([CH3:32])[CH3:31], predict the reaction product. (3) Given the reactants [C:1]([O:5][C:6]([N:8]1[CH2:13][CH2:12][N:11]2[C:14]([CH2:17][CH3:18])=[N:15][CH:16]=[C:10]2[CH:9]1[CH2:19][CH2:20][C:21]1[CH:26]=[CH:25][C:24]([O:27][C:28]([F:31])([F:30])[F:29])=[CH:23][CH:22]=1)=[O:7])([CH3:4])([CH3:3])[CH3:2].C(Cl)[Cl:33].CO, predict the reaction product. The product is: [C:1]([O:5][C:6]([N:8]1[CH2:13][CH2:12][N:11]2[C:14]([CH2:17][CH3:18])=[N:15][C:16]([Cl:33])=[C:10]2[CH:9]1[CH2:19][CH2:20][C:21]1[CH:22]=[CH:23][C:24]([O:27][C:28]([F:29])([F:30])[F:31])=[CH:25][CH:26]=1)=[O:7])([CH3:2])([CH3:3])[CH3:4]. (4) Given the reactants [F:1][C:2]1[CH:3]=[C:4]([N:9]2[C:13]([CH3:15])([CH3:14])[C:12](=[O:16])[N:11]([C:17]3[CH:24]=[CH:23][C:20]([C:21]#[N:22])=[C:19]([C:25]([F:28])([F:27])[F:26])[CH:18]=3)[C:10]2=[S:29])[CH:5]=[CH:6][C:7]=1[OH:8].[O:30]1[CH2:34][CH2:33][CH:32]([CH2:35]O)[CH2:31]1.N(C(N1CCCCC1)=O)=NC(N1CCCCC1)=O.C(P(CCCC)CCCC)CCC, predict the reaction product. The product is: [F:1][C:2]1[CH:3]=[C:4]([N:9]2[C:13]([CH3:14])([CH3:15])[C:12](=[O:16])[N:11]([C:17]3[CH:24]=[CH:23][C:20]([C:21]#[N:22])=[C:19]([C:25]([F:26])([F:27])[F:28])[CH:18]=3)[C:10]2=[S:29])[CH:5]=[CH:6][C:7]=1[O:8][CH2:35][CH:32]1[CH2:33][CH2:34][O:30][CH2:31]1. (5) Given the reactants [C:1]1([C:7]2[C:15]3[C:14](=O)[NH:13][CH:12]=[N:11][C:10]=3[O:9][C:8]=2[C:17]2[CH:22]=[CH:21][CH:20]=[CH:19][CH:18]=2)[CH:6]=[CH:5][CH:4]=[CH:3][CH:2]=1.P(Cl)(Cl)([Cl:25])=O, predict the reaction product. The product is: [Cl:25][C:14]1[C:15]2[C:7]([C:1]3[CH:6]=[CH:5][CH:4]=[CH:3][CH:2]=3)=[C:8]([C:17]3[CH:22]=[CH:21][CH:20]=[CH:19][CH:18]=3)[O:9][C:10]=2[N:11]=[CH:12][N:13]=1. (6) Given the reactants Cl[C:2]1[N:7]=[C:6]([C:8]([O:10][CH3:11])=[O:9])[CH:5]=[N:4][CH:3]=1.[O:12]1[CH:16]=[CH:15][CH:14]=[C:13]1B(O)O.[Cl-].[Li+].C(=O)([O-])[O-].[Cs+].[Cs+].C1(P(C2CCCCC2)C2C=CC=CC=2C2C(OC)=CC=CC=2OC)CCCCC1, predict the reaction product. The product is: [O:12]1[CH:16]=[CH:15][CH:14]=[C:13]1[C:2]1[N:7]=[C:6]([C:8]([O:10][CH3:11])=[O:9])[CH:5]=[N:4][CH:3]=1.